Dataset: Catalyst prediction with 721,799 reactions and 888 catalyst types from USPTO. Task: Predict which catalyst facilitates the given reaction. Reactant: [CH:1]([C:5]1[CH:11]=[CH:10][C:8]([NH2:9])=[CH:7][CH:6]=1)([CH2:3][CH3:4])[CH3:2].[C:12]12[C:18](=[CH:19][CH:20]=[CH:21][CH:22]=1)[NH:17]C(=O)O[C:13]2=[O:14].O. Product: [NH2:17][C:18]1[CH:19]=[CH:20][CH:21]=[CH:22][C:12]=1[C:13]([NH:9][C:8]1[CH:7]=[CH:6][C:5]([CH:1]([CH2:3][CH3:4])[CH3:2])=[CH:11][CH:10]=1)=[O:14]. The catalyst class is: 3.